This data is from Forward reaction prediction with 1.9M reactions from USPTO patents (1976-2016). The task is: Predict the product of the given reaction. (1) Given the reactants [CH2:1]([C:3]1([C:13]2[C:21]3[C:16](=[C:17]([NH2:22])[CH:18]=[CH:19][CH:20]=3)[N:15]([CH3:23])[CH:14]=2)[C:11]2[C:6](=[CH:7][C:8]([F:12])=[CH:9][CH:10]=2)[CH2:5][CH2:4]1)[CH3:2].[CH3:24][S:25](Cl)(=[O:27])=[O:26], predict the reaction product. The product is: [CH2:1]([C:3]1([C:13]2[C:21]3[C:16](=[C:17]([NH:22][S:25]([CH3:24])(=[O:27])=[O:26])[CH:18]=[CH:19][CH:20]=3)[N:15]([CH3:23])[CH:14]=2)[C:11]2[C:6](=[CH:7][C:8]([F:12])=[CH:9][CH:10]=2)[CH2:5][CH2:4]1)[CH3:2]. (2) Given the reactants [C:1]([C:3]1[CH:47]=[CH:46][CH:45]=[CH:44][C:4]=1[CH2:5][O:6][C:7]1[CH:8]=[C:9]([CH:31]=[C:32]([O:34][CH2:35][C:36]2[CH:41]=[CH:40][CH:39]=[CH:38][C:37]=2[C:42]#[N:43])[CH:33]=1)[C:10]([NH:12][C:13]1[N:18]=[CH:17][C:16]([N:19]([CH2:27][CH2:28][O:29][CH3:30])C(=O)OC(C)(C)C)=[CH:15][CH:14]=1)=[O:11])#[N:2].FC(F)(F)C(O)=O, predict the reaction product. The product is: [C:42]([C:37]1[CH:38]=[CH:39][CH:40]=[CH:41][C:36]=1[CH2:35][O:34][C:32]1[CH:31]=[C:9]([CH:8]=[C:7]([O:6][CH2:5][C:4]2[CH:44]=[CH:45][CH:46]=[CH:47][C:3]=2[C:1]#[N:2])[CH:33]=1)[C:10]([NH:12][C:13]1[CH:14]=[CH:15][C:16]([NH:19][CH2:27][CH2:28][O:29][CH3:30])=[CH:17][N:18]=1)=[O:11])#[N:43]. (3) Given the reactants Br[CH2:2][C:3]([C:5]1[C:10]([CH3:11])=[CH:9][C:8]([Cl:12])=[CH:7][C:6]=1[CH3:13])=O.[NH2:14][C:15]([NH2:17])=[S:16], predict the reaction product. The product is: [Cl:12][C:8]1[CH:9]=[C:10]([CH3:11])[C:5]([C:3]2[N:14]=[C:15]([NH2:17])[S:16][CH:2]=2)=[C:6]([CH3:13])[CH:7]=1. (4) Given the reactants [NH2:1][C:2]1[N:7]=[C:6](Cl)[CH:5]=[C:4]([CH3:9])[N:3]=1.[CH2:10]([NH2:15])[CH2:11][CH2:12][CH2:13][CH3:14], predict the reaction product. The product is: [CH3:9][C:4]1[N:3]=[C:2]([NH2:1])[N:7]=[C:6]([NH:15][CH2:10][CH2:11][CH2:12][CH2:13][CH3:14])[CH:5]=1. (5) Given the reactants [CH2:1]([C@H:3]1[C@@H:7]([C:8]2[N:12]3[C:13]4[CH:19]=[CH:18][N:17](S(C5C=CC(C)=CC=5)(=O)=O)[C:14]=4[N:15]=[CH:16][C:11]3=[N:10][N:9]=2)[CH2:6][C:5](=[CH:30][C:31]([O:33][CH2:34][CH3:35])=[O:32])[CH2:4]1)[CH3:2].CCCC[N+](CCCC)(CCCC)CCCC.[F-].CCOC(C)=O, predict the reaction product. The product is: [CH2:1]([C@H:3]1[C@@H:7]([C:8]2[N:12]3[C:13]4[CH:19]=[CH:18][NH:17][C:14]=4[N:15]=[CH:16][C:11]3=[N:10][N:9]=2)[CH2:6][C:5](=[CH:30][C:31]([O:33][CH2:34][CH3:35])=[O:32])[CH2:4]1)[CH3:2].